This data is from Reaction yield outcomes from USPTO patents with 853,638 reactions. The task is: Predict the reaction yield, written as a fraction of the theoretical maximum amount of product (1.0 means a 100% yield; for example, 0.34 means a 34% yield). The reactants are [CH2:1]([NH:8][C:9]1[CH:10]=[C:11]([N:18]2[CH2:23][CH2:22][CH:21]([C:24](O)=[O:25])[CH2:20][CH2:19]2)[CH:12]=[CH:13][C:14]=1[N+:15]([O-:17])=[O:16])[C:2]1[CH:7]=[CH:6][CH:5]=[CH:4][CH:3]=1.[CH2:27]([NH2:34])[C:28]1[CH:33]=[CH:32][CH:31]=[CH:30][CH:29]=1.C(N(C(C)C)CC)(C)C.CN(C(ON1N=NC2C=CC=NC1=2)=[N+](C)C)C.F[P-](F)(F)(F)(F)F. The catalyst is CN(C=O)C.O. The product is [CH2:27]([NH:34][C:24]([CH:21]1[CH2:20][CH2:19][N:18]([C:11]2[CH:12]=[CH:13][C:14]([N+:15]([O-:17])=[O:16])=[C:9]([NH:8][CH2:1][C:2]3[CH:3]=[CH:4][CH:5]=[CH:6][CH:7]=3)[CH:10]=2)[CH2:23][CH2:22]1)=[O:25])[C:28]1[CH:33]=[CH:32][CH:31]=[CH:30][CH:29]=1. The yield is 0.840.